Dataset: Catalyst prediction with 721,799 reactions and 888 catalyst types from USPTO. Task: Predict which catalyst facilitates the given reaction. (1) Reactant: Cl.[S:2]1[C:10]2[CH2:9][CH2:8][NH:7][CH2:6][C:5]=2[CH:4]=[CH:3]1.[OH-].[Na+].S1C2CCNCC=2C=C1.[CH2:22]([O:24][C:25](=[O:43])[C:26]([CH3:42])([CH3:41])[CH2:27][CH2:28][CH2:29][CH2:30][CH2:31][CH:32](Br)[C:33]1[CH:38]=[CH:37][CH:36]=[CH:35][C:34]=1[Cl:39])[CH3:23].C(=O)([O-])[O-].[K+].[K+]. Product: [CH2:22]([O:24][C:25](=[O:43])[C:26]([CH3:42])([CH3:41])[CH2:27][CH2:28][CH2:29][CH2:30][CH2:31][CH:32]([C:33]1[CH:38]=[CH:37][CH:36]=[CH:35][C:34]=1[Cl:39])[N:7]1[CH2:8][CH2:9][C:10]2[S:2][CH:3]=[CH:4][C:5]=2[CH2:6]1)[CH3:23]. The catalyst class is: 136. (2) Reactant: [F:1][C:2]1[C:7]([NH2:8])=[CH:6][CH:5]=[C:4]([F:9])[C:3]=1[NH:10][C:11]1[C:16]([C:17]2[N:25]=[CH:24][N:23]=[C:22]3[C:18]=2[N:19]=[CH:20][N:21]3[CH:26]2[CH2:31][CH2:30][CH2:29][CH2:28][O:27]2)=[CH:15][CH:14]=[CH:13][N:12]=1.[F:32][C:33]([F:45])([F:44])[C:34]1[CH:39]=[CH:38][C:37]([S:40](Cl)(=[O:42])=[O:41])=[CH:36][CH:35]=1.N1C=CC=CC=1. Product: [F:1][C:2]1[C:3]([NH:10][C:11]2[C:16]([C:17]3[N:25]=[CH:24][N:23]=[C:22]4[C:18]=3[N:19]=[CH:20][N:21]4[CH:26]3[CH2:31][CH2:30][CH2:29][CH2:28][O:27]3)=[CH:15][CH:14]=[CH:13][N:12]=2)=[C:4]([F:9])[CH:5]=[CH:6][C:7]=1[NH:8][S:40]([C:37]1[CH:36]=[CH:35][C:34]([C:33]([F:32])([F:44])[F:45])=[CH:39][CH:38]=1)(=[O:42])=[O:41]. The catalyst class is: 4. (3) Reactant: [Cl-].[Cl-].[Cl-].[Al+3].[F:5][C:6]1[CH:7]=[C:8]([C:14]2[CH:21]=[CH:20][C:17]([C:18]#[N:19])=[CH:16][N:15]=2)[CH:9]=[CH:10][C:11]=1[O:12]C.CCOC(C)=O. Product: [F:5][C:6]1[CH:7]=[C:8]([C:14]2[CH:21]=[CH:20][C:17]([C:18]#[N:19])=[CH:16][N:15]=2)[CH:9]=[CH:10][C:11]=1[OH:12]. The catalyst class is: 11. (4) Reactant: [CH3:1][C:2]1([CH3:28])[C:6]([CH3:8])([CH3:7])[O:5][B:4]([C:9]2[CH:14]=[CH:13][C:12]([CH:15]3[CH2:20][CH2:19][N:18](C(OC(C)(C)C)=O)[CH2:17][CH2:16]3)=[CH:11][CH:10]=2)[O:3]1.[ClH:29].CC(=O)OCC. Product: [ClH:29].[CH3:7][C:6]1([CH3:8])[C:2]([CH3:1])([CH3:28])[O:3][B:4]([C:9]2[CH:14]=[CH:13][C:12]([CH:15]3[CH2:20][CH2:19][NH:18][CH2:17][CH2:16]3)=[CH:11][CH:10]=2)[O:5]1. The catalyst class is: 425.